Dataset: Catalyst prediction with 721,799 reactions and 888 catalyst types from USPTO. Task: Predict which catalyst facilitates the given reaction. Reactant: [CH2:1]([NH:8][C:9]1[CH:14]=[C:13]([CH3:15])[N:12]=[C:11](Cl)[N:10]=1)[C:2]1[CH:7]=[CH:6][CH:5]=[CH:4][CH:3]=1.[CH3:17][C:18]1[CH:22]=[C:21]([CH3:23])[NH:20][N:19]=1. Product: [CH2:1]([NH:8][C:9]1[CH:14]=[C:13]([CH3:15])[N:12]=[C:11]([N:19]2[C:18]([CH3:17])=[CH:22][C:21]([CH3:23])=[N:20]2)[N:10]=1)[C:2]1[CH:7]=[CH:6][CH:5]=[CH:4][CH:3]=1. The catalyst class is: 10.